From a dataset of Peptide-MHC class I binding affinity with 185,985 pairs from IEDB/IMGT. Regression. Given a peptide amino acid sequence and an MHC pseudo amino acid sequence, predict their binding affinity value. This is MHC class I binding data. (1) The peptide sequence is TFVPIAWAAAY. The MHC is HLA-C06:02 with pseudo-sequence HLA-C06:02. The binding affinity (normalized) is 0.0847. (2) The peptide sequence is LSDDSGLMV. The MHC is HLA-A02:19 with pseudo-sequence HLA-A02:19. The binding affinity (normalized) is 0.0847. (3) The peptide sequence is ELRSRYWAI. The MHC is HLA-B53:01 with pseudo-sequence HLA-B53:01. The binding affinity (normalized) is 0. (4) The peptide sequence is HIMPNSFRV. The MHC is HLA-A69:01 with pseudo-sequence HLA-A69:01. The binding affinity (normalized) is 0.851. (5) The peptide sequence is ISSVQLSNNK. The MHC is HLA-A11:01 with pseudo-sequence HLA-A11:01. The binding affinity (normalized) is 0.557.